Task: Predict the reactants needed to synthesize the given product.. Dataset: Full USPTO retrosynthesis dataset with 1.9M reactions from patents (1976-2016) (1) Given the product [CH2:1]([N:8]1[CH2:13][CH2:12][C:11]2([O:18][C:17]3[CH:19]=[CH:20][CH:21]=[CH:22][C:16]=3[N:15]3[C:23]([CH2:26][OH:27])=[CH:24][CH:25]=[C:14]23)[CH2:10][CH2:9]1)[C:2]1[CH:7]=[CH:6][CH:5]=[CH:4][CH:3]=1, predict the reactants needed to synthesize it. The reactants are: [CH2:1]([N:8]1[CH2:13][CH2:12][C:11]2([O:18][C:17]3[CH:19]=[CH:20][CH:21]=[CH:22][C:16]=3[N:15]3[C:23]([CH:26]=[O:27])=[CH:24][CH:25]=[C:14]23)[CH2:10][CH2:9]1)[C:2]1[CH:7]=[CH:6][CH:5]=[CH:4][CH:3]=1.[BH4-].[Na+]. (2) Given the product [C:26]1([C:30]2[CH:31]=[CH:32][CH:33]=[CH:34][CH:35]=2)[CH:27]=[CH:28][CH:29]=[C:24]([C:9]2[CH2:14][CH2:13][N:12]([C:15]([O:17][C:18]([CH3:19])([CH3:20])[CH3:21])=[O:16])[CH2:11][CH:10]=2)[CH:25]=1, predict the reactants needed to synthesize it. The reactants are: CC1(C)C(C)(C)OB([C:9]2[CH2:14][CH2:13][N:12]([C:15]([O:17][C:18]([CH3:21])([CH3:20])[CH3:19])=[O:16])[CH2:11][CH:10]=2)O1.Br[C:24]1[CH:25]=[C:26]([C:30]2[CH:35]=[CH:34][CH:33]=[CH:32][CH:31]=2)[CH:27]=[CH:28][CH:29]=1.C(=O)([O-])[O-].[K+].[K+]. (3) The reactants are: [Cl:1][C:2]1[CH:7]=[CH:6][CH:5]=[CH:4][C:3]=1[CH:8]([O:10][C:11](=[O:34])[NH:12][C:13]1[C:14]([CH3:33])=[N:15][O:16][C:17]=1[C:18]1[CH:23]=[CH:22][C:21](B2OC(C)(C)C(C)(C)O2)=[CH:20][CH:19]=1)[CH3:9].Br[C:36]1[S:37][CH:38]=[C:39]([C:41]([O:43][CH2:44][CH3:45])=[O:42])[N:40]=1.C(=O)([O-])[O-].[K+].[K+]. Given the product [CH2:44]([O:43][C:41]([C:39]1[N:40]=[C:36]([C:21]2[CH:20]=[CH:19][C:18]([C:17]3[O:16][N:15]=[C:14]([CH3:33])[C:13]=3[NH:12][C:11]([O:10][CH:8]([C:3]3[CH:4]=[CH:5][CH:6]=[CH:7][C:2]=3[Cl:1])[CH3:9])=[O:34])=[CH:23][CH:22]=2)[S:37][CH:38]=1)=[O:42])[CH3:45], predict the reactants needed to synthesize it.